Dataset: Peptide-MHC class I binding affinity with 185,985 pairs from IEDB/IMGT. Task: Regression. Given a peptide amino acid sequence and an MHC pseudo amino acid sequence, predict their binding affinity value. This is MHC class I binding data. (1) The peptide sequence is LLFDRDTFYI. The MHC is HLA-A02:01 with pseudo-sequence HLA-A02:01. The binding affinity (normalized) is 1.00. (2) The peptide sequence is GMHDGTVGK. The MHC is HLA-B46:01 with pseudo-sequence HLA-B46:01. The binding affinity (normalized) is 0.0847. (3) The peptide sequence is SILYKDDMGV. The MHC is HLA-A03:01 with pseudo-sequence HLA-A03:01. The binding affinity (normalized) is 0. (4) The peptide sequence is WEYVVLLFLL. The MHC is Patr-B2401 with pseudo-sequence Patr-B2401. The binding affinity (normalized) is 0.350. (5) The peptide sequence is VVEKQSGLY. The MHC is HLA-A01:01 with pseudo-sequence HLA-A01:01. The binding affinity (normalized) is 0.834. (6) The peptide sequence is YALMNCEPE. The MHC is H-2-Db with pseudo-sequence H-2-Db. The binding affinity (normalized) is 0.408. (7) The peptide sequence is YHLGGIEGL. The MHC is HLA-A68:02 with pseudo-sequence HLA-A68:02. The binding affinity (normalized) is 0.328. (8) The peptide sequence is HQWDIDSAI. The MHC is HLA-A02:01 with pseudo-sequence HLA-A02:01. The binding affinity (normalized) is 0.361.